This data is from Reaction yield outcomes from USPTO patents with 853,638 reactions. The task is: Predict the reaction yield, written as a fraction of the theoretical maximum amount of product (1.0 means a 100% yield; for example, 0.34 means a 34% yield). (1) The yield is 0.930. The product is [C:1]([N:5]1[C:6]2[C:7](=[CH:8][C:9]([N+:12]([O-:14])=[O:13])=[CH:10][CH:11]=2)[CH:15]=[CH:16]1)([CH3:4])([CH3:3])[CH3:2]. The reactants are [C:1]([NH:5][C:6]1[CH:11]=[CH:10][C:9]([N+:12]([O-:14])=[O:13])=[CH:8][C:7]=1[C:15]#[C:16][Si](C)(C)C)([CH3:4])([CH3:3])[CH3:2].CCOC(C)=O. The catalyst is CN(C=O)C.[Cu]I. (2) The reactants are [F:1][C:2]1[CH:7]=[CH:6][C:5]([OH:8])=[CH:4][N:3]=1.C(=O)([O-])[O-].[Na+].[Na+].[I:15]I. The catalyst is O. The product is [F:1][C:2]1[N:3]=[C:4]([I:15])[C:5]([OH:8])=[CH:6][CH:7]=1. The yield is 0.270. (3) The reactants are [CH2:1]([O:8][C:9]1[CH:17]=[C:16]([O:18][CH2:19][C:20]2[CH:25]=[CH:24][CH:23]=[CH:22][CH:21]=2)[CH:15]=[CH:14][C:10]=1[C:11]([NH2:13])=[O:12])[C:2]1[CH:7]=[CH:6][CH:5]=[CH:4][CH:3]=1.F[P-](F)(F)(F)(F)F.[CH2:33]([O+](CC)CC)[CH3:34]. The catalyst is C(Cl)Cl. The product is [CH2:1]([O:8][C:9]1[CH:17]=[C:16]([O:18][CH2:19][C:20]2[CH:25]=[CH:24][CH:23]=[CH:22][CH:21]=2)[CH:15]=[CH:14][C:10]=1[C:11](=[NH:13])[O:12][CH2:33][CH3:34])[C:2]1[CH:3]=[CH:4][CH:5]=[CH:6][CH:7]=1. The yield is 0.690. (4) The reactants are C([O:5][C:6]([C:8]1[NH:9][C:10]([CH3:19])=[C:11]([C:14]([O:16][CH2:17][CH3:18])=[O:15])[C:12]=1[CH3:13])=O)(C)(C)C.C(OCC)(OCC)OCC. The catalyst is FC(F)(F)C(O)=O. The product is [CH3:19][C:10]1[NH:9][C:8]([CH:6]=[O:5])=[C:12]([CH3:13])[C:11]=1[C:14]([O:16][CH2:17][CH3:18])=[O:15]. The yield is 0.640. (5) The reactants are [Br:1][C:2]1[CH:3]=[C:4]([F:11])[C:5]([OH:10])=[C:6]([CH:9]=1)[CH:7]=[O:8].[H-].[Na+].[CH3:14]I. The catalyst is CN(C=O)C. The product is [Br:1][C:2]1[CH:3]=[C:4]([F:11])[C:5]([O:10][CH3:14])=[C:6]([CH:9]=1)[CH:7]=[O:8]. The yield is 1.00.